Dataset: Reaction yield outcomes from USPTO patents with 853,638 reactions. Task: Predict the reaction yield, written as a fraction of the theoretical maximum amount of product (1.0 means a 100% yield; for example, 0.34 means a 34% yield). (1) The reactants are [CH:1]1[C:6]([NH2:7])=[CH:5][CH:4]=[C:3]([OH:8])[CH:2]=1.CC(C)([O-])C.[K+].C(=O)([O-])[O-].[K+].[K+].[CH2:21]([O:28][CH2:29][N:30]1[C:34]2=[N:35][CH:36]=[CH:37][C:38](Cl)=[C:33]2[CH:32]=[CH:31]1)[C:22]1[CH:27]=[CH:26][CH:25]=[CH:24][CH:23]=1. The catalyst is CN1C(=O)CCC1. The product is [CH2:21]([O:28][CH2:29][N:30]1[C:34]2=[N:35][CH:36]=[CH:37][C:38]([O:8][C:3]3[CH:4]=[CH:5][C:6]([NH2:7])=[CH:1][CH:2]=3)=[C:33]2[CH:32]=[CH:31]1)[C:22]1[CH:23]=[CH:24][CH:25]=[CH:26][CH:27]=1. The yield is 0.860. (2) The reactants are [N:1]1([CH2:7][CH2:8][NH2:9])[CH2:6][CH2:5][CH2:4][CH2:3][CH2:2]1.Cl[C:11]1[N:12]=[N+:13]([O-:23])[C:14]2[CH:20]=[C:19]([O:21][CH3:22])[CH:18]=[CH:17][C:15]=2[N:16]=1. The catalyst is COCCOC. The product is [CH3:22][O:21][C:19]1[CH:18]=[CH:17][C:15]2[N:16]=[C:11]([NH:9][CH2:8][CH2:7][N:1]3[CH2:6][CH2:5][CH2:4][CH2:3][CH2:2]3)[N:12]=[N+:13]([O-:23])[C:14]=2[CH:20]=1. The yield is 0.960. (3) The reactants are [Br:1][C:2]1[CH:3]=[C:4]2[C:9](=[CH:10][CH:11]=1)[C:8](N1CCOCC1)=[CH:7][CH2:6][CH2:5]2.[OH:18][N:19]=[C:20](Cl)[C:21]1[CH:26]=[CH:25][C:24]([CH2:27][CH2:28][CH3:29])=[CH:23][CH:22]=1.ClC(Cl)C.C(O)(C(F)(F)F)=O. The catalyst is ClCCl.C(N(CC)CC)C. The product is [Br:1][C:2]1[CH:3]=[C:4]2[C:9](=[CH:10][CH:11]=1)[C:8]1[O:18][N:19]=[C:20]([C:21]3[CH:26]=[CH:25][C:24]([CH2:27][CH2:28][CH3:29])=[CH:23][CH:22]=3)[C:7]=1[CH2:6][CH2:5]2. The yield is 0.710. (4) The reactants are [N:1]12[CH2:8][CH2:7][C:4]([C:9]([C:17]3[CH:22]=[CH:21][CH:20]=[CH:19][CH:18]=3)([C:11]3[CH:16]=[CH:15][CH:14]=[CH:13][CH:12]=3)[OH:10])([CH2:5][CH2:6]1)[CH2:3][CH2:2]2.[O:23]1[C:27]2[CH:28]=[CH:29][CH:30]=[CH:31][C:26]=2[CH:25]=[C:24]1[C:32](=[O:35])[CH2:33][Br:34].CC#N. The catalyst is C(Cl)(Cl)Cl.CS(C)=O. The product is [Br-:34].[O:23]1[C:27]2[CH:28]=[CH:29][CH:30]=[CH:31][C:26]=2[CH:25]=[C:24]1[C:32](=[O:35])[CH2:33][N+:1]12[CH2:6][CH2:5][C:4]([C:9]([OH:10])([C:17]3[CH:22]=[CH:21][CH:20]=[CH:19][CH:18]=3)[C:11]3[CH:12]=[CH:13][CH:14]=[CH:15][CH:16]=3)([CH2:3][CH2:2]1)[CH2:7][CH2:8]2. The yield is 0.574. (5) The reactants are [Cl:1][C:2]1[CH:7]=[CH:6][C:5]([C:8]2([NH:11][C:12]3[N:17]=[C:16]([O:18][CH2:19][C:20]([F:23])([F:22])[F:21])[N:15]=[C:14]([NH:24][C:25]4[CH:33]=[CH:32][C:28]([C:29](O)=[O:30])=[CH:27][CH:26]=4)[N:13]=3)[CH2:10][CH2:9]2)=[CH:4][CH:3]=1.[NH2:34][CH2:35][C:36]([O:38][CH2:39][CH3:40])=[O:37].CN(C(ON1N=NC2C=CC=NC1=2)=[N+](C)C)C.F[P-](F)(F)(F)(F)F.CCN(C(C)C)C(C)C. The catalyst is C(Cl)Cl. The product is [Cl:1][C:2]1[CH:7]=[CH:6][C:5]([C:8]2([NH:11][C:12]3[N:17]=[C:16]([O:18][CH2:19][C:20]([F:21])([F:23])[F:22])[N:15]=[C:14]([NH:24][C:25]4[CH:26]=[CH:27][C:28]([C:29]([NH:34][CH2:35][C:36]([O:38][CH2:39][CH3:40])=[O:37])=[O:30])=[CH:32][CH:33]=4)[N:13]=3)[CH2:10][CH2:9]2)=[CH:4][CH:3]=1. The yield is 1.00. (6) The reactants are C[Sn](C)(C)[C:3]1[CH:4]=[N:5][CH:6]=[C:7]([CH2:9][CH2:10][C:11]([OH:13])=[O:12])[CH:8]=1.[C:16]([O:20][C:21]([N:23]1[CH2:28][CH2:27][C:26](=[C:29](Br)[C:30]2[CH:35]=[CH:34][CH:33]=[CH:32][CH:31]=2)[CH2:25][CH2:24]1)=[O:22])([CH3:19])([CH3:18])[CH3:17]. The catalyst is C1COCC1.Cl[Pd](Cl)([P](C1C=CC=CC=1)(C1C=CC=CC=1)C1C=CC=CC=1)[P](C1C=CC=CC=1)(C1C=CC=CC=1)C1C=CC=CC=1. The product is [C:16]([O:20][C:21]([N:23]1[CH2:24][CH2:25][C:26](=[C:29]([C:30]2[CH:31]=[CH:32][CH:33]=[CH:34][CH:35]=2)[C:3]2[CH:4]=[N:5][CH:6]=[C:7]([CH2:9][CH2:10][C:11]([OH:13])=[O:12])[CH:8]=2)[CH2:27][CH2:28]1)=[O:22])([CH3:19])([CH3:17])[CH3:18]. The yield is 0.730. (7) The reactants are FC(F)(F)S(O[C:7]1[C:15]2[C:10](=[CH:11][N:12]=[CH:13][CH:14]=2)[O:9][C:8]=1[C:16]([O:18][CH2:19][CH3:20])=[O:17])(=O)=O.C(N(CC)CC)C. The catalyst is C(O)C.[Pd]. The product is [O:9]1[C:10]2=[CH:11][N:12]=[CH:13][CH:14]=[C:15]2[CH:7]=[C:8]1[C:16]([O:18][CH2:19][CH3:20])=[O:17]. The yield is 0.940. (8) The reactants are C([BH3-])#N.[Na+].[I-].[Br:6][C:7]1[CH:16]=[CH:15][C:14]([N+:17]([O-:19])=[O:18])=[C:13]2[C:8]=1[CH:9]=[CH:10][N+:11]([CH3:20])=[CH:12]2. The catalyst is CO.O.O.O.O.O.O.[N+]([O-])([O-])=O.[Ni+2].[N+]([O-])([O-])=O. The product is [Br:6][C:7]1[CH:16]=[CH:15][C:14]([N+:17]([O-:19])=[O:18])=[C:13]2[C:8]=1[CH2:9][CH2:10][N:11]([CH3:20])[CH2:12]2. The yield is 0.830. (9) The reactants are N[C:2]1[C:7]([CH2:8][OH:9])=[CH:6][C:5]([Br:10])=[CH:4][N:3]=1.N([O-])=O.[Na+].C([O-])(O)=O.[Na+].C1C=CN=CC=1.[FH:26]. No catalyst specified. The product is [Br:10][C:5]1[CH:6]=[C:7]([CH2:8][OH:9])[C:2]([F:26])=[N:3][CH:4]=1. The yield is 0.840.